Dataset: Forward reaction prediction with 1.9M reactions from USPTO patents (1976-2016). Task: Predict the product of the given reaction. The product is: [O:1]1[C:5]2[CH:6]=[CH:7][CH:8]=[CH:9][C:4]=2[N:3]=[C:2]1[NH:10][CH:11]1[CH2:16][CH2:15][N:14]([CH2:17][C:18]2[N:19]=[C:20]([C:24]3[CH:29]=[C:28]([CH3:30])[CH:27]=[CH:26][CH:25]=3)[NH:21][C:22]=2[CH3:23])[CH2:13][CH2:12]1. Given the reactants [O:1]1[C:5]2[CH:6]=[CH:7][CH:8]=[CH:9][C:4]=2[N:3]=[C:2]1[NH:10][CH:11]1[CH2:16][CH2:15][N:14]([CH2:17][C:18]2[N:19]=[C:20]([C:24]3[CH:29]=[CH:28][CH:27]=[CH:26][CH:25]=3)[NH:21][C:22]=2[CH3:23])[CH2:13][CH2:12]1.[CH3:30]C1N=C(C2C=C(C)C=CC=2)NC=1C=O.CC1N=C(C2C=CC=CC=2)NC=1C=O, predict the reaction product.